This data is from NCI-60 drug combinations with 297,098 pairs across 59 cell lines. The task is: Regression. Given two drug SMILES strings and cell line genomic features, predict the synergy score measuring deviation from expected non-interaction effect. Drug 1: CCC1(CC2CC(C3=C(CCN(C2)C1)C4=CC=CC=C4N3)(C5=C(C=C6C(=C5)C78CCN9C7C(C=CC9)(C(C(C8N6C=O)(C(=O)OC)O)OC(=O)C)CC)OC)C(=O)OC)O.OS(=O)(=O)O. Drug 2: CC1C(C(CC(O1)OC2CC(OC(C2O)C)OC3=CC4=CC5=C(C(=O)C(C(C5)C(C(=O)C(C(C)O)O)OC)OC6CC(C(C(O6)C)O)OC7CC(C(C(O7)C)O)OC8CC(C(C(O8)C)O)(C)O)C(=C4C(=C3C)O)O)O)O. Cell line: UACC-257. Synergy scores: CSS=44.1, Synergy_ZIP=0.152, Synergy_Bliss=0.0244, Synergy_Loewe=-1.06, Synergy_HSA=-1.83.